Dataset: Forward reaction prediction with 1.9M reactions from USPTO patents (1976-2016). Task: Predict the product of the given reaction. (1) Given the reactants [F:1][C@@H:2]1[CH2:6][CH2:5][N:4]([CH2:7][C:8]2[CH:9]=[C:10]3[N:16]=[C:15]([C:17]4[CH:22]=[CH:21][CH:20]=[CH:19][C:18]=4[N+:23]([O-])=O)[S:14][C:11]3=[N:12][CH:13]=2)[CH2:3]1, predict the reaction product. The product is: [F:1][C@@H:2]1[CH2:6][CH2:5][N:4]([CH2:7][C:8]2[CH:9]=[C:10]3[N:16]=[C:15]([C:17]4[CH:22]=[CH:21][CH:20]=[CH:19][C:18]=4[NH2:23])[S:14][C:11]3=[N:12][CH:13]=2)[CH2:3]1. (2) Given the reactants [CH2:1]([O:3][C:4]1[CH:11]=[CH:10][C:7]([CH2:8][Cl:9])=[CH:6][CH:5]=1)[CH3:2].S(Cl)(Cl)=O.[CH2:16](OC1C=CC(CO)=CC=1)[CH2:17]CC, predict the reaction product. The product is: [CH2:1]([O:3][C:4]1[CH:11]=[CH:10][C:7]([CH2:8][Cl:9])=[CH:6][CH:5]=1)[CH2:2][CH2:16][CH3:17]. (3) Given the reactants [Br:1][C:2]1[CH:7]=[CH:6][C:5]([S:8][CH2:9][C:10]([NH:12][C:13]2[C:14]([C:26]([OH:28])=O)=[N:15][N:16]([CH2:18][CH2:19][C:20]3[CH:25]=[CH:24][CH:23]=[CH:22][CH:21]=3)[CH:17]=2)=[O:11])=[CH:4][CH:3]=1.C(=O)([O-])[O-].[CH2:33]([N:35](CC)CC)[CH3:34].ClCCN, predict the reaction product. The product is: [Br:1][C:2]1[CH:3]=[CH:4][C:5]([S:8][CH2:9][C:10]([NH:12][C:13]2[C:14]([C:26]3[O:28][CH2:34][CH2:33][N:35]=3)=[N:15][N:16]([CH2:18][CH2:19][C:20]3[CH:25]=[CH:24][CH:23]=[CH:22][CH:21]=3)[CH:17]=2)=[O:11])=[CH:6][CH:7]=1. (4) Given the reactants [CH3:1][C:2]1([CH3:11])[O:6][C@H:5]2[CH2:7][S:8][C:9](=[O:10])[C@H:4]2[O:3]1, predict the reaction product. The product is: [CH2:7]([C:9]1([OH:10])[C@@H:4]2[C@@H:5]([O:6][C:2]([CH3:11])([CH3:1])[O:3]2)[CH2:7][S:8]1)[CH2:5][CH:4]=[CH2:9]. (5) Given the reactants [Br:1][C:2]1[CH:7]=[CH:6][C:5]([NH:8][C:9]2[C:10]([C:18]([NH:20][O:21][CH2:22][CH2:23][O:24]C=C)=[O:19])=[N:11][N:12]([CH3:17])[C:13](=[O:16])[C:14]=2[CH3:15])=[C:4]([F:27])[CH:3]=1.Cl, predict the reaction product. The product is: [Br:1][C:2]1[CH:7]=[CH:6][C:5]([NH:8][C:9]2[C:10]([C:18]([NH:20][O:21][CH2:22][CH2:23][OH:24])=[O:19])=[N:11][N:12]([CH3:17])[C:13](=[O:16])[C:14]=2[CH3:15])=[C:4]([F:27])[CH:3]=1.